This data is from NCI-60 drug combinations with 297,098 pairs across 59 cell lines. The task is: Regression. Given two drug SMILES strings and cell line genomic features, predict the synergy score measuring deviation from expected non-interaction effect. (1) Drug 1: CC1=C(C=C(C=C1)NC(=O)C2=CC=C(C=C2)CN3CCN(CC3)C)NC4=NC=CC(=N4)C5=CN=CC=C5. Drug 2: CC1=C2C(C(=O)C3(C(CC4C(C3C(C(C2(C)C)(CC1OC(=O)C(C(C5=CC=CC=C5)NC(=O)C6=CC=CC=C6)O)O)OC(=O)C7=CC=CC=C7)(CO4)OC(=O)C)O)C)OC(=O)C. Cell line: SNB-75. Synergy scores: CSS=19.5, Synergy_ZIP=7.63, Synergy_Bliss=10.4, Synergy_Loewe=-0.370, Synergy_HSA=7.28. (2) Drug 1: C1CCN(CC1)CCOC2=CC=C(C=C2)C(=O)C3=C(SC4=C3C=CC(=C4)O)C5=CC=C(C=C5)O. Drug 2: CCN(CC)CCNC(=O)C1=C(NC(=C1C)C=C2C3=C(C=CC(=C3)F)NC2=O)C. Cell line: SK-MEL-2. Synergy scores: CSS=-2.38, Synergy_ZIP=4.96, Synergy_Bliss=9.83, Synergy_Loewe=0.402, Synergy_HSA=0.863. (3) Drug 1: C1=CC(=CC=C1CC(C(=O)O)N)N(CCCl)CCCl.Cl. Drug 2: CC(C1=C(C=CC(=C1Cl)F)Cl)OC2=C(N=CC(=C2)C3=CN(N=C3)C4CCNCC4)N. Cell line: HL-60(TB). Synergy scores: CSS=17.8, Synergy_ZIP=-2.77, Synergy_Bliss=-4.82, Synergy_Loewe=-13.5, Synergy_HSA=-8.39.